This data is from Full USPTO retrosynthesis dataset with 1.9M reactions from patents (1976-2016). The task is: Predict the reactants needed to synthesize the given product. Given the product [F:21][C:18]([F:19])([F:20])[CH2:17][N:4]([CH2:3][CH2:2][O:1][C:27]1[CH:28]=[CH:29][C:24]([C:23]([F:32])([F:31])[F:22])=[CH:25][CH:26]=1)[C:5]1[CH:12]=[CH:11][C:8]([C:9]#[N:10])=[C:7]([C:13]([F:15])([F:16])[F:14])[CH:6]=1, predict the reactants needed to synthesize it. The reactants are: [OH:1][CH2:2][CH2:3][N:4]([CH2:17][C:18]([F:21])([F:20])[F:19])[C:5]1[CH:12]=[CH:11][C:8]([C:9]#[N:10])=[C:7]([C:13]([F:16])([F:15])[F:14])[CH:6]=1.[F:22][C:23]([F:32])([F:31])[C:24]1[CH:29]=[CH:28][C:27](O)=[CH:26][CH:25]=1.